Dataset: Reaction yield outcomes from USPTO patents with 853,638 reactions. Task: Predict the reaction yield, written as a fraction of the theoretical maximum amount of product (1.0 means a 100% yield; for example, 0.34 means a 34% yield). (1) The product is [C:19]([NH:27][C:28]([NH:1][C:2]1[S:3][C:4]2[C:10]([C:11]3[CH:16]=[CH:15][CH:14]=[CH:13][CH:12]=3)=[CH:9][CH:8]=[C:7]([O:17][CH3:18])[C:5]=2[N:6]=1)=[S:29])(=[O:26])[C:20]1[CH:25]=[CH:24][CH:23]=[CH:22][CH:21]=1. The catalyst is O1CCOCC1. The yield is 0.550. The reactants are [NH2:1][C:2]1[S:3][C:4]2[C:10]([C:11]3[CH:16]=[CH:15][CH:14]=[CH:13][CH:12]=3)=[CH:9][CH:8]=[C:7]([O:17][CH3:18])[C:5]=2[N:6]=1.[C:19]([N:27]=[C:28]=[S:29])(=[O:26])[C:20]1[CH:25]=[CH:24][CH:23]=[CH:22][CH:21]=1. (2) The reactants are [CH:1]1([N:7]([CH3:30])[C:8]2[N:13]=[C:12]([CH3:14])[C:11]([CH:15]([CH2:20][CH2:21][CH3:22])[C:16]([O:18]C)=[O:17])=[C:10]([C:23]3[CH:28]=[CH:27][C:26]([CH3:29])=[CH:25][CH:24]=3)[N:9]=2)[CH2:6][CH2:5][CH2:4][CH2:3][CH2:2]1.[OH-].[Na+]. The catalyst is CO. The product is [CH:1]1([N:7]([CH3:30])[C:8]2[N:13]=[C:12]([CH3:14])[C:11]([CH:15]([CH2:20][CH2:21][CH3:22])[C:16]([OH:18])=[O:17])=[C:10]([C:23]3[CH:28]=[CH:27][C:26]([CH3:29])=[CH:25][CH:24]=3)[N:9]=2)[CH2:6][CH2:5][CH2:4][CH2:3][CH2:2]1. The yield is 0.680. (3) The reactants are C[O:2][C:3](=[O:20])[CH2:4][CH2:5][CH2:6][CH2:7][CH2:8][O:9][C:10]1[CH:15]=[CH:14][C:13]([NH:16]C(=O)C)=[CH:12][CH:11]=1.[ClH:21]. No catalyst specified. The product is [ClH:21].[NH2:16][C:13]1[CH:12]=[CH:11][C:10]([O:9][CH2:8][CH2:7][CH2:6][CH2:5][CH2:4][C:3]([OH:20])=[O:2])=[CH:15][CH:14]=1. The yield is 0.556.